This data is from Full USPTO retrosynthesis dataset with 1.9M reactions from patents (1976-2016). The task is: Predict the reactants needed to synthesize the given product. (1) The reactants are: [CH2:1](N1C[CH2:12][CH:11]([OH:14])CC1)[C:2]1[CH:7]=C[CH:5]=[CH:4][CH:3]=1.[Cl:15]C1C=C[C:19]([CH:20]([OH:28])C2C=CC(Cl)=CC=2)=CC=1.[CH2:31]([N:38]1[CH2:43][CH2:42][CH:41]([O:44][CH:45]([C:53]2[CH:58]=[CH:57][C:56]([Cl:59])=[CH:55][CH:54]=2)[C:46]2[CH:51]=[CH:50][CH:49]=[CH:48][C:47]=2Cl)[CH2:40][CH2:39]1)[C:32]1[CH:37]=[CH:36][CH:35]=[CH:34][CH:33]=1. Given the product [C:20]([O:14][CH2:11][CH3:12])(=[O:28])[CH3:19].[CH3:5][CH2:4][CH2:3][CH:2]([CH3:7])[CH3:1].[CH2:31]([N:38]1[CH2:39][CH2:40][CH:41]([O:44][CH:45]([C:53]2[CH:54]=[CH:55][C:56]([Cl:59])=[CH:57][CH:58]=2)[C:46]2[CH:47]=[CH:48][C:49]([Cl:15])=[CH:50][CH:51]=2)[CH2:42][CH2:43]1)[C:32]1[CH:37]=[CH:36][CH:35]=[CH:34][CH:33]=1, predict the reactants needed to synthesize it. (2) The reactants are: [NH2:1][C:2]1[CH:7]=[CH:6][C:5]([N:8]2[C:14](=[O:15])[CH2:13][C:12](=[O:16])[NH:11][C:10]3[C:17]4[C:22]([CH:23]=[CH:24][C:9]2=3)=[CH:21][CH:20]=[CH:19][CH:18]=4)=[CH:4][CH:3]=1.[CH:25]([C:27]1[C:28]([C:33](Cl)=[O:34])=[N:29][CH:30]=[CH:31][CH:32]=1)=[CH2:26].NC1C=CC(N2C(=O)CC(=O)NC3C(CC)=CC=CC2=3)=CC=1. Given the product [CH:25]([C:27]1[C:28]([C:33]([NH:1][C:2]2[CH:7]=[CH:6][C:5]([N:8]3[C:14](=[O:15])[CH2:13][C:12](=[O:16])[NH:11][C:10]4[C:17]5[C:22]([CH:23]=[CH:24][C:9]3=4)=[CH:21][CH:20]=[CH:19][CH:18]=5)=[CH:4][CH:3]=2)=[O:34])=[N:29][CH:30]=[CH:31][CH:32]=1)=[CH2:26], predict the reactants needed to synthesize it. (3) Given the product [CH3:14][O:1][C:2]1[C:7]([CH3:8])=[C:6]([CH3:9])[CH:5]=[C:4]([CH3:10])[C:3]=1[C:11](=[O:13])[CH3:12], predict the reactants needed to synthesize it. The reactants are: [OH:1][C:2]1[C:7]([CH3:8])=[C:6]([CH3:9])[CH:5]=[C:4]([CH3:10])[C:3]=1[C:11](=[O:13])[CH3:12].[C:14](=O)([O-])[O-].[K+].[K+].CI. (4) Given the product [NH2:7][C:8]1[N:9]=[CH:10][C:11]([CH2:12][OH:13])=[CH:15][CH:16]=1, predict the reactants needed to synthesize it. The reactants are: [H-].[Al+3].[Li+].[H-].[H-].[H-].[NH2:7][C:8]1[CH:16]=[CH:15][C:11]([C:12](O)=[O:13])=[CH:10][N:9]=1.O.O.O.O.O.O.O.O.O.O.[O-]S([O-])(=O)=O.[Na+].[Na+].